This data is from Reaction yield outcomes from USPTO patents with 853,638 reactions. The task is: Predict the reaction yield, written as a fraction of the theoretical maximum amount of product (1.0 means a 100% yield; for example, 0.34 means a 34% yield). (1) The reactants are FC(F)(F)C(OC(=O)C(F)(F)F)=O.[C:14]([C@@H:17]1[CH2:22][C@H:21]2[C@H:19]([CH2:20]2)[N:18]1[C:23](=[O:47])[C@@H:24]([NH:36][C:37](=[O:46])[O:38][CH2:39][C:40]1[CH:45]=[CH:44][CH:43]=[CH:42][CH:41]=1)[C:25]12[CH2:34][CH:29]3[CH2:30][CH:31]([CH2:33][C:27]([OH:35])([CH2:28]3)[CH2:26]1)[CH2:32]2)(=O)[NH2:15].C(OCC)(=O)C1C=CC=NC=1.C(=O)([O-])[O-].[K+].[K+]. The catalyst is C(OCC)(=O)C.CO.O. The product is [C:14]([C@@H:17]1[CH2:22][C@H:21]2[C@H:19]([CH2:20]2)[N:18]1[C:23](=[O:47])[C@@H:24]([NH:36][C:37](=[O:46])[O:38][CH2:39][C:40]1[CH:41]=[CH:42][CH:43]=[CH:44][CH:45]=1)[C:25]12[CH2:32][CH:31]3[CH2:30][CH:29]([CH2:28][C:27]([OH:35])([CH2:33]3)[CH2:26]1)[CH2:34]2)#[N:15]. The yield is 0.800. (2) The reactants are [OH:1][C:2]1[CH:3]=[N:4][CH:5]=[CH:6][C:7]=1[NH2:8].[NH2:9][C:10]1[CH:18]=[CH:17][CH:16]=[CH:15][C:11]=1[C:12](O)=O. No catalyst specified. The product is [N:8]1[C:7]2[CH:6]=[CH:5][N:4]=[CH:3][C:2]=2[O:1][C:12]=1[C:11]1[CH:15]=[CH:16][CH:17]=[CH:18][C:10]=1[NH2:9]. The yield is 0.310. (3) The reactants are [F:1][C:2]1[CH:7]=[CH:6][CH:5]=[CH:4][C:3]=1[C:8]1[O:12][C:11]([CH:13]=[O:14])=[CH:10][CH:9]=1.[Br:15]Br. The catalyst is C(Cl)(Cl)Cl. The product is [Br:15][C:9]1[CH:10]=[C:11]([CH:13]=[O:14])[O:12][C:8]=1[C:3]1[CH:4]=[CH:5][CH:6]=[CH:7][C:2]=1[F:1]. The yield is 0.670. (4) The reactants are C(=O)([O-])[O-].[K+].[K+].[O:7]=[C:8]1[CH2:12][CH2:11][CH2:10][CH:9]1[C:13]([O:15][CH2:16][CH3:17])=[O:14].[CH2:18](Br)[C:19]1[CH:24]=[CH:23][CH:22]=[CH:21][CH:20]=1. The catalyst is CC(C)=O. The product is [CH2:18]([C:9]1([C:13]([O:15][CH2:16][CH3:17])=[O:14])[CH2:10][CH2:11][CH2:12][C:8]1=[O:7])[C:19]1[CH:24]=[CH:23][CH:22]=[CH:21][CH:20]=1. The yield is 0.669.